From a dataset of Catalyst prediction with 721,799 reactions and 888 catalyst types from USPTO. Predict which catalyst facilitates the given reaction. (1) Reactant: [Cl-].[Li+].C([Mg]Cl)(C)C.I[C:9]1[CH:19]=[CH:18][C:12]([C:13]([O:15][CH2:16][CH3:17])=[O:14])=[CH:11][CH:10]=1.[CH:20](=[O:24])[CH2:21][CH2:22][CH3:23]. Product: [OH:24][CH:20]([C:9]1[CH:19]=[CH:18][C:12]([C:13]([O:15][CH2:16][CH3:17])=[O:14])=[CH:11][CH:10]=1)[CH2:21][CH2:22][CH3:23]. The catalyst class is: 7. (2) Reactant: [CH:1]1([C:7](Cl)=[O:8])[CH2:6][CH2:5][CH2:4][CH2:3][CH2:2]1.[S-:10][C:11]#[N:12].[K+].[Cl:14][C:15]1[CH:16]=[C:17]([CH:19]=[CH:20][CH:21]=1)[NH2:18].O. Product: [Cl:14][C:15]1[CH:16]=[C:17]([NH:18][C:11]([NH:12][C:7]([CH:1]2[CH2:6][CH2:5][CH2:4][CH2:3][CH2:2]2)=[O:8])=[S:10])[CH:19]=[CH:20][CH:21]=1. The catalyst class is: 1. (3) Reactant: C(OC(=O)[NH:7][C@H:8]([CH3:17])[CH2:9][N:10]([CH2:14][CH2:15][CH3:16])[CH2:11][CH2:12][CH3:13])(C)(C)C.FC(F)(F)C(O)=O. Product: [CH2:14]([N:10]([CH2:11][CH2:12][CH3:13])[CH2:9][C@H:8]([NH2:7])[CH3:17])[CH2:15][CH3:16]. The catalyst class is: 4. (4) Reactant: [CH3:1][C@@H:2]1[C:13](=[O:14])[O:12][CH2:11][C@@H:10]2[CH2:15][CH2:16][CH2:17][N:9]2[C:8](=[O:18])[C@H:7]([CH2:19][C:20]([O:22]C(C)(C)C)=O)[CH2:6][CH:5]=[CH:4][CH2:3]1.FC(F)(F)C(O)=O.C[C@@H]1C(=O)OC[C@@H]2CCCN2C(=O)[C@H](CC(O)=O)CC=CC1.[Cl:56][C:57]1[CH:62]=[CH:61][C:60]([CH2:63][NH2:64])=[CH:59][CH:58]=1. Product: [Cl:56][C:57]1[CH:62]=[CH:61][C:60]([CH2:63][NH:64][C:20](=[O:22])[CH2:19][C@@H:7]2[CH2:6][CH:5]=[CH:4][CH2:3][C@H:2]([CH3:1])[C:13](=[O:14])[O:12][CH2:11][C@@H:10]3[CH2:15][CH2:16][CH2:17][N:9]3[C:8]2=[O:18])=[CH:59][CH:58]=1. The catalyst class is: 512. (5) Reactant: [CH3:1][C:2]1[CH:3]=[C:4]([S:20]([CH2:23][P:24](=[O:31])([O:28][CH2:29][CH3:30])[O:25][CH2:26][CH3:27])(=[O:22])=[O:21])[CH:5]=[C:6]([CH3:19])[C:7]=1[O:8][Si](C(C)C)(C(C)C)C(C)C.CCCC[N+](CCCC)(CCCC)CCCC.[F-]. Product: [CH3:19][C:6]1[CH:5]=[C:4]([S:20]([CH2:23][P:24](=[O:31])([O:28][CH2:29][CH3:30])[O:25][CH2:26][CH3:27])(=[O:22])=[O:21])[CH:3]=[C:2]([CH3:1])[C:7]=1[OH:8]. The catalyst class is: 1. (6) Reactant: [Cl:1][C:2]1[CH:3]=[C:4]([CH2:19]Cl)[C:5]2[O:9][C:8]([C:10]3[CH:15]=[CH:14][C:13]([F:16])=[CH:12][C:11]=3[F:17])=[CH:7][C:6]=2[CH:18]=1.C(=O)([O-])[O-].[K+].[K+].[I-].[Na+].[CH3:29][C:30]1[NH:34][N:33]=[C:32]([C:35]([O:37][CH2:38][CH3:39])=[O:36])[CH:31]=1. Product: [Cl:1][C:2]1[CH:3]=[C:4]([CH2:19][N:34]2[C:30]([CH3:29])=[CH:31][C:32]([C:35]([O:37][CH2:38][CH3:39])=[O:36])=[N:33]2)[C:5]2[O:9][C:8]([C:10]3[CH:15]=[CH:14][C:13]([F:16])=[CH:12][C:11]=3[F:17])=[CH:7][C:6]=2[CH:18]=1. The catalyst class is: 255.